Dataset: Forward reaction prediction with 1.9M reactions from USPTO patents (1976-2016). Task: Predict the product of the given reaction. Given the reactants [CH:1]1[CH:2]=[CH:3][C:4]2[NH:11][C:9](=[O:10])[CH:8]=[C:7]([CH2:12][CH:13]([NH:17][C:18]([C:20]3[CH:21]=[CH:22][C:23]([Cl:26])=[CH:24][CH:25]=3)=[O:19])[C:14]([OH:16])=[O:15])[C:5]=2[CH:6]=1.[C:27]([NH2:35])(=[O:34])[C:28]1[CH:33]=[CH:32][CH:31]=[N:30][CH:29]=1, predict the reaction product. The product is: [CH:1]1[CH:2]=[CH:3][C:4]2[NH:11][C:9](=[O:10])[CH:8]=[C:7]([CH2:12][CH:13]([NH:17][C:18]([C:20]3[CH:25]=[CH:24][C:23]([Cl:26])=[CH:22][CH:21]=3)=[O:19])[C:14]([OH:16])=[O:15])[C:5]=2[CH:6]=1.[C:27]([NH2:35])(=[O:34])[C:28]1[CH:33]=[CH:32][CH:31]=[N:30][CH:29]=1.